This data is from Reaction yield outcomes from USPTO patents with 853,638 reactions. The task is: Predict the reaction yield, written as a fraction of the theoretical maximum amount of product (1.0 means a 100% yield; for example, 0.34 means a 34% yield). (1) The reactants are [C:1]([C:4]1[S:5][CH:6]=[CH:7][C:8]=1Br)(=[O:3])[CH3:2].[Cu](C#N)[C:11]#[N:12]. The catalyst is CN1C(=O)CCC1.O. The product is [C:1]([C:4]1[S:5][CH:6]=[CH:7][C:8]=1[C:11]#[N:12])(=[O:3])[CH3:2]. The yield is 0.990. (2) The reactants are C(OC(=O)[NH:10][CH2:11][CH:12]1[CH2:16][C:15]2[CH:17]=[CH:18][CH:19]=[C:20]([C:21]3[CH:26]=[CH:25][C:24]([O:27][CH3:28])=[CH:23][C:22]=3[O:29][CH3:30])[C:14]=2[O:13]1)C1C=CC=CC=1. The catalyst is [Pd]. The product is [CH3:30][O:29][C:22]1[CH:23]=[C:24]([O:27][CH3:28])[CH:25]=[CH:26][C:21]=1[C:20]1[C:14]2[O:13][CH:12]([CH2:11][NH2:10])[CH2:16][C:15]=2[CH:17]=[CH:18][CH:19]=1. The yield is 0.480.